This data is from Reaction yield outcomes from USPTO patents with 853,638 reactions. The task is: Predict the reaction yield, written as a fraction of the theoretical maximum amount of product (1.0 means a 100% yield; for example, 0.34 means a 34% yield). (1) The reactants are [CH2:1]([C:8]1([C:13]2[CH:14]=[C:15]3[C:19](=[CH:20][CH:21]=2)[NH:18][C:17]([C:22]#[N:23])=[CH:16]3)[CH2:12][CH2:11][NH:10][CH2:9]1)[C:2]1[CH:7]=[CH:6][CH:5]=[CH:4][CH:3]=1.[OH2:24].[OH-].[K+]. The catalyst is CCO. The product is [CH2:1]([C:8]1([C:13]2[CH:14]=[C:15]3[C:19](=[CH:20][CH:21]=2)[NH:18][C:17]([C:22]([NH2:23])=[O:24])=[CH:16]3)[CH2:12][CH2:11][NH:10][CH2:9]1)[C:2]1[CH:7]=[CH:6][CH:5]=[CH:4][CH:3]=1. The yield is 0.340. (2) The product is [C:1]([C:3]1[CH:4]=[CH:5][C:6]([O:26][CH3:27])=[C:7]([C:9]2[C:13]([NH:14][C:15]([C:17]3[CH:18]=[N:19][N:20]4[CH:25]=[CH:24][CH:23]=[N:22][C:21]=34)=[O:16])=[CH:12][N:11]([CH2:29][C:30]3[N:34]([CH3:35])[CH:33]=[N:32][N:31]=3)[N:10]=2)[CH:8]=1)#[N:2]. The reactants are [C:1]([C:3]1[CH:4]=[CH:5][C:6]([O:26][CH3:27])=[C:7]([C:9]2[C:13]([NH:14][C:15]([C:17]3[CH:18]=[N:19][N:20]4[CH:25]=[CH:24][CH:23]=[N:22][C:21]=34)=[O:16])=[CH:12][NH:11][N:10]=2)[CH:8]=1)#[N:2].Cl[CH2:29][C:30]1[N:34]([CH3:35])[CH:33]=[N:32][N:31]=1.C([O-])([O-])=O.[Cs+].[Cs+]. The catalyst is CN(C=O)C. The yield is 0.150. (3) The reactants are [NH2:1][C:2]1[C:11]2[C:6](=[C:7](Br)[CH:8]=[CH:9][CH:10]=2)[N:5]=[N:4][C:3]=1[C:13]([NH:15][CH2:16][CH2:17][CH3:18])=[O:14].[F:19][C:20]1[CH:25]=[CH:24][C:23]([F:26])=[CH:22][C:21]=1B(O)O. No catalyst specified. The product is [NH2:1][C:2]1[C:11]2[C:6](=[C:7]([C:24]3[CH:25]=[C:20]([F:19])[CH:21]=[CH:22][C:23]=3[F:26])[CH:8]=[CH:9][CH:10]=2)[N:5]=[N:4][C:3]=1[C:13]([NH:15][CH2:16][CH2:17][CH3:18])=[O:14]. The yield is 0.700. (4) The reactants are Br[C:2]1[N:7]=[N:6][C:5]([NH2:8])=[N:4][C:3]=1[C:9]1[CH:14]=[CH:13][CH:12]=[CH:11][CH:10]=1.[CH3:15][O:16][C:17]1[CH:22]=[CH:21][CH:20]=[CH:19][C:18]=1B(O)O. No catalyst specified. The product is [CH3:15][O:16][C:17]1[CH:22]=[CH:21][CH:20]=[CH:19][C:18]=1[C:2]1[N:7]=[N:6][C:5]([NH2:8])=[N:4][C:3]=1[C:9]1[CH:14]=[CH:13][CH:12]=[CH:11][CH:10]=1. The yield is 0.480. (5) The reactants are [Cl:1][C:2]1[CH:17]=[CH:16][C:5]([C:6]([NH:8][C:9]2[CH:14]=[CH:13][C:12]([OH:15])=[CH:11][CH:10]=2)=[O:7])=[CH:4][C:3]=1[N+:18]([O-:20])=[O:19].[H-].[Na+].Cl[CH2:24][O:25][CH2:26][CH3:27].ClCCl. The catalyst is CO. The product is [Cl:1][C:2]1[CH:17]=[CH:16][C:5]([C:6]([NH:8][C:9]2[CH:10]=[CH:11][C:12]([O:15][CH2:24][O:25][CH2:26][CH3:27])=[CH:13][CH:14]=2)=[O:7])=[CH:4][C:3]=1[N+:18]([O-:20])=[O:19]. The yield is 0.810. (6) The reactants are [Cl:1][C:2]1[CH:3]=[CH:4][C:5]([NH:8][C:9]([C:11]2[CH:16]=[C:15]([O:17]C)[CH:14]=[CH:13][C:12]=2[NH:19][C:20]([C:22]2[CH:27]=[CH:26][C:25]([C:28]#[N:29])=[CH:24][CH:23]=2)=[O:21])=[O:10])=[N:6][CH:7]=1.B(Br)(Br)Br. The catalyst is C(Cl)Cl. The product is [Cl:1][C:2]1[CH:3]=[CH:4][C:5]([NH:8][C:9]([C:11]2[C:12]([NH:19][C:20]([C:22]3[CH:27]=[CH:26][C:25]([C:28]#[N:29])=[CH:24][CH:23]=3)=[O:21])=[CH:13][CH:14]=[C:15]([OH:17])[CH:16]=2)=[O:10])=[N:6][CH:7]=1. The yield is 0.900. (7) The reactants are CO[C:3]([C:5]1[CH:10]=[C:9]([N:11]2[CH2:16][CH2:15][NH:14][CH2:13][CH2:12]2)[N:8]=[C:7]([C:17]2[CH:22]=[CH:21][N:20]=[C:19]([NH:23][C:24]3[CH:29]=[CH:28][CH:27]=[CH:26][CH:25]=3)[CH:18]=2)[CH:6]=1)=[O:4].[NH3:30].[CH3:31]O. No catalyst specified. The product is [CH3:31][NH:30][C:3]([C:5]1[CH:10]=[C:9]([N:11]2[CH2:12][CH2:13][NH:14][CH2:15][CH2:16]2)[N:8]=[C:7]([C:17]2[CH:22]=[CH:21][N:20]=[C:19]([NH:23][C:24]3[CH:29]=[CH:28][CH:27]=[CH:26][CH:25]=3)[CH:18]=2)[CH:6]=1)=[O:4]. The yield is 0.580. (8) The catalyst is [C-]#N.[C-]#N.[Zn+2].C1C=CC([P]([Pd]([P](C2C=CC=CC=2)(C2C=CC=CC=2)C2C=CC=CC=2)([P](C2C=CC=CC=2)(C2C=CC=CC=2)C2C=CC=CC=2)[P](C2C=CC=CC=2)(C2C=CC=CC=2)C2C=CC=CC=2)(C2C=CC=CC=2)C2C=CC=CC=2)=CC=1. The yield is 0.920. The reactants are [CH2:1]([CH:3]1[O:8][C:7]2[CH:9]=[C:10](I)[CH:11]=[CH:12][C:6]=2[O:5][CH2:4]1)[CH3:2].[CH3:14][N:15](C=O)C. The product is [CH2:1]([CH:3]1[CH2:4][O:5][C:6]2[CH:12]=[CH:11][C:10]([C:14]#[N:15])=[CH:9][C:7]=2[O:8]1)[CH3:2]. (9) The reactants are [CH2:1]([N:5]1[C:13]2[C:8](=[CH:9][C:10]([O:14]C)=[CH:11][CH:12]=2)[CH:7]=[N:6]1)[CH:2]([CH3:4])[CH3:3].B(Br)(Br)Br. The catalyst is ClCCl. The product is [CH2:1]([N:5]1[C:13]2[C:8](=[CH:9][C:10]([OH:14])=[CH:11][CH:12]=2)[CH:7]=[N:6]1)[CH:2]([CH3:4])[CH3:3]. The yield is 0.960. (10) The yield is 0.200. The reactants are [CH2:1]([O:5][C:6]([C:8]1[N:9]=[C:10]([OH:26])[C:11]2[C:16]([C:17]=1[O:18][CH2:19][C:20]1[CH:25]=[CH:24][CH:23]=[CH:22][CH:21]=1)=[CH:15][CH:14]=[CH:13][CH:12]=2)=[O:7])[CH2:2][CH2:3][CH3:4].[CH2:27](Cl)Cl. The product is [CH2:1]([O:5][C:6]([C:8]1[N:9]=[C:10]([O:26][CH3:27])[C:11]2[C:16]([C:17]=1[O:18][CH2:19][C:20]1[CH:21]=[CH:22][CH:23]=[CH:24][CH:25]=1)=[CH:15][CH:14]=[CH:13][CH:12]=2)=[O:7])[CH2:2][CH2:3][CH3:4]. The catalyst is O.